This data is from Catalyst prediction with 721,799 reactions and 888 catalyst types from USPTO. The task is: Predict which catalyst facilitates the given reaction. (1) Reactant: Cl[C:2]1[N:7]=[C:6]([NH2:8])[N:5]=[C:4]([NH:9][CH:10]2[CH2:15][CH2:14][CH2:13][CH2:12][CH2:11]2)[CH:3]=1.[NH:16]1[CH2:20][CH2:19][C@@H:18]([NH:21]C(=O)[O:23][C:24]([CH3:27])(C)C)[CH2:17]1.CCN(CC)CC.Cl.[CH3:37][CH2:38][OH:39]. Product: [C:24]([OH:23])(=[O:39])[CH3:27].[C:38]([OH:23])(=[O:39])[CH3:37].[C:24]([OH:23])(=[O:39])[CH3:27].[NH2:21][C@@H:18]1[CH2:19][CH2:20][N:16]([C:2]2[N:7]=[C:6]([NH2:8])[N:5]=[C:4]([NH:9][CH:10]3[CH2:15][CH2:14][CH2:13][CH2:12][CH2:11]3)[CH:3]=2)[CH2:17]1. The catalyst class is: 275. (2) Reactant: [CH3:1][C:2]1[CH:7]=[CH:6][N:5]=[C:4]([F:8])[CH:3]=1.[Br:9]N1C(=O)CCC1=O.CCCCCC. Product: [Br:9][CH2:1][C:2]1[CH:7]=[CH:6][N:5]=[C:4]([F:8])[CH:3]=1. The catalyst class is: 340.